Dataset: NCI-60 drug combinations with 297,098 pairs across 59 cell lines. Task: Regression. Given two drug SMILES strings and cell line genomic features, predict the synergy score measuring deviation from expected non-interaction effect. (1) Drug 1: CC1=CC=C(C=C1)C2=CC(=NN2C3=CC=C(C=C3)S(=O)(=O)N)C(F)(F)F. Drug 2: C1=CC=C(C=C1)NC(=O)CCCCCCC(=O)NO. Cell line: HT29. Synergy scores: CSS=2.63, Synergy_ZIP=4.04, Synergy_Bliss=17.0, Synergy_Loewe=-2.01, Synergy_HSA=3.46. (2) Drug 1: CN(CC1=CN=C2C(=N1)C(=NC(=N2)N)N)C3=CC=C(C=C3)C(=O)NC(CCC(=O)O)C(=O)O. Drug 2: CN(CCCl)CCCl.Cl. Cell line: SK-MEL-5. Synergy scores: CSS=37.5, Synergy_ZIP=-7.51, Synergy_Bliss=-4.78, Synergy_Loewe=-20.2, Synergy_HSA=-4.40. (3) Drug 1: CC1=C(C=C(C=C1)NC2=NC=CC(=N2)N(C)C3=CC4=NN(C(=C4C=C3)C)C)S(=O)(=O)N.Cl. Drug 2: CC1CCCC2(C(O2)CC(NC(=O)CC(C(C(=O)C(C1O)C)(C)C)O)C(=CC3=CSC(=N3)C)C)C. Cell line: HT29. Synergy scores: CSS=2.35, Synergy_ZIP=1.16, Synergy_Bliss=5.42, Synergy_Loewe=-6.69, Synergy_HSA=2.64. (4) Drug 1: CC1=C2C(C(=O)C3(C(CC4C(C3C(C(C2(C)C)(CC1OC(=O)C(C(C5=CC=CC=C5)NC(=O)OC(C)(C)C)O)O)OC(=O)C6=CC=CC=C6)(CO4)OC(=O)C)OC)C)OC. Drug 2: CN(CC1=CN=C2C(=N1)C(=NC(=N2)N)N)C3=CC=C(C=C3)C(=O)NC(CCC(=O)O)C(=O)O. Cell line: OVCAR-8. Synergy scores: CSS=78.5, Synergy_ZIP=3.98, Synergy_Bliss=2.62, Synergy_Loewe=-2.12, Synergy_HSA=6.43. (5) Cell line: HCC-2998. Drug 1: C1CCC(CC1)NC(=O)N(CCCl)N=O. Drug 2: CC1=CC=C(C=C1)C2=CC(=NN2C3=CC=C(C=C3)S(=O)(=O)N)C(F)(F)F. Synergy scores: CSS=-0.254, Synergy_ZIP=-1.17, Synergy_Bliss=-4.70, Synergy_Loewe=-6.10, Synergy_HSA=-6.36. (6) Drug 1: CC1C(C(CC(O1)OC2CC(CC3=C2C(=C4C(=C3O)C(=O)C5=C(C4=O)C(=CC=C5)OC)O)(C(=O)C)O)N)O.Cl. Drug 2: C1C(C(OC1N2C=NC(=NC2=O)N)CO)O. Cell line: SW-620. Synergy scores: CSS=50.7, Synergy_ZIP=-2.68, Synergy_Bliss=0.527, Synergy_Loewe=0.544, Synergy_HSA=2.42.